From a dataset of Catalyst prediction with 721,799 reactions and 888 catalyst types from USPTO. Predict which catalyst facilitates the given reaction. (1) Reactant: [F:1][C:2]([F:14])([F:13])[O:3][C:4]1[CH:12]=[CH:11][C:7]([C:8]([NH2:10])=O)=[CH:6][CH:5]=1.COC1C=CC(P2(SP(C3C=CC(OC)=CC=3)(=S)S2)=[S:24])=CC=1. Product: [F:1][C:2]([F:14])([F:13])[O:3][C:4]1[CH:12]=[CH:11][C:7]([C:8]([NH2:10])=[S:24])=[CH:6][CH:5]=1. The catalyst class is: 216. (2) Reactant: [Si:1]([O:18][CH2:19][C:20]([CH2:25][OH:26])([CH2:23][OH:24])[CH2:21][OH:22])([C:14]([CH3:17])([CH3:16])[CH3:15])([C:8]1[CH:13]=[CH:12][CH:11]=[CH:10][CH:9]=1)[C:2]1[CH:7]=[CH:6][CH:5]=[CH:4][CH:3]=1.[C:27]1(C)[CH:32]=CC(C2C(C(O)=O)=CC=CC=2)=C[CH:28]=1.O.N. Product: [CH3:28][C:27]1([CH3:32])[O:22][CH2:21][C:20]([CH2:19][O:18][Si:1]([C:14]([CH3:17])([CH3:16])[CH3:15])([C:8]2[CH:13]=[CH:12][CH:11]=[CH:10][CH:9]=2)[C:2]2[CH:3]=[CH:4][CH:5]=[CH:6][CH:7]=2)([CH2:25][OH:26])[CH2:23][O:24]1. The catalyst class is: 21. (3) Reactant: Br[C:2]1[CH:3]=[C:4]([O:9][CH2:10][O:11][CH3:12])[C:5]([Cl:8])=[N:6][CH:7]=1.[B:13]1([B:13]2[O:17][C:16]([CH3:19])([CH3:18])[C:15]([CH3:21])([CH3:20])[O:14]2)[O:17][C:16]([CH3:19])([CH3:18])[C:15]([CH3:21])([CH3:20])[O:14]1.C(Cl)Cl.CC([O-])=O.[K+]. Product: [Cl:8][C:5]1[C:4]([O:9][CH2:10][O:11][CH3:12])=[CH:3][C:2]([B:13]2[O:17][C:16]([CH3:19])([CH3:18])[C:15]([CH3:21])([CH3:20])[O:14]2)=[CH:7][N:6]=1. The catalyst class is: 75. (4) Product: [OH:9][CH2:10][CH:6]([NH:7][C:13](=[O:14])[O:15][C:16]([CH3:19])([CH3:18])[CH3:17])[C:3]([O:2][CH3:1])([CH3:4])[CH3:5]. Reactant: [CH3:1][O:2][C:3]([CH:6]1[CH2:10][O:9]C(C)(C)[N:7]1[C:13]([O:15][C:16]([CH3:19])([CH3:18])[CH3:17])=[O:14])([CH3:5])[CH3:4].O.C1(C)C=CC(S(O)(=O)=O)=CC=1. The catalyst class is: 5. (5) Reactant: C([O-])(=O)CCCC[CH2:6][C:7](C)([CH3:9])[CH3:8].[CH3:13][C:14]1[CH:19]=[CH:18][CH:17]=[CH:16][C:15]=1[N:20]1[C:24](=[O:25])[CH:23]=[CH:22][C:21]1=[O:26].C=C(C)C. Product: [CH3:13][C:14]1[CH:19]=[CH:18][CH:17]=[CH:16][C:15]=1[N:20]1[C:21](=[O:26])[CH:22]=[CH:23][C:24]1=[O:25].[CH2:6]=[C:7]([CH3:9])[CH3:8]. The catalyst class is: 11. (6) Reactant: [C@@H:1]1([N:9]2[CH:13]=[C:12](I)[CH:11]=[C:10]2[N+:15]([O-:17])=[O:16])[O:6][C@H:5]([CH2:7][OH:8])[C@@H:3]([OH:4])[CH2:2]1.C(N(CC)CC)C.[CH2:25]([NH:28][C:29](=[O:33])[CH:30]([Cl:32])[Cl:31])[C:26]#[CH:27]. The catalyst class is: 441. Product: [C@@H:1]1([N:9]2[CH:13]=[C:12]([C:27]#[C:26][CH2:25][NH:28][C:29](=[O:33])[CH:30]([Cl:32])[Cl:31])[CH:11]=[C:10]2[N+:15]([O-:17])=[O:16])[O:6][C@H:5]([CH2:7][OH:8])[C@@H:3]([OH:4])[CH2:2]1. (7) Reactant: [C:1]1([CH:7]([C:10]2[CH:15]=[CH:14][CH:13]=[CH:12][CH:11]=2)[CH:8]=O)[CH:6]=[CH:5][CH:4]=[CH:3][CH:2]=1.[NH2:16][C:17]1[CH:22]=[CH:21][CH:20]=[CH:19][C:18]=1[NH2:23].S(S([O-])=O)([O-])(=O)=O.[Na+].[Na+]. Product: [C:1]1([CH:7]([C:10]2[CH:15]=[CH:14][CH:13]=[CH:12][CH:11]=2)[C:8]2[NH:23][C:18]3[CH:19]=[CH:20][CH:21]=[CH:22][C:17]=3[N:16]=2)[CH:6]=[CH:5][CH:4]=[CH:3][CH:2]=1. The catalyst class is: 3. (8) Reactant: [OH-].[Na+].O.C([O:7][C:8]1[CH:13]=[CH:12][CH:11]=[CH:10][C:9]=1/[CH:14]=[C:15](/[C:17]1[CH:26]=[CH:25][C:24]2[C:19](=[CH:20][CH:21]=[CH:22][CH:23]=2)[N:18]=1)\[CH3:16])(=O)C.Cl. Product: [N:18]1[C:19]2[C:24](=[CH:23][CH:22]=[CH:21][CH:20]=2)[CH:25]=[CH:26][C:17]=1/[C:15](/[CH3:16])=[CH:14]/[C:9]1[CH:10]=[CH:11][CH:12]=[CH:13][C:8]=1[OH:7]. The catalyst class is: 8. (9) Reactant: [OH:1][N:2]=[C:3]1[C:15]2[CH:14]=[CH:13][C:12]([O:16][CH3:17])=[CH:11][C:10]=2[C:9]2[C:4]1=[CH:5][CH:6]=[C:7]([O:18][CH3:19])[CH:8]=2.C(N(CC)CC)C.[C:27]1([CH3:37])[CH:32]=[CH:31][C:30]([S:33](Cl)(=[O:35])=[O:34])=[CH:29][CH:28]=1. Product: [CH3:37][C:27]1[CH:32]=[CH:31][C:30]([S:33]([O:1][N:2]=[C:3]2[C:4]3[CH:5]=[CH:6][C:7]([O:18][CH3:19])=[CH:8][C:9]=3[C:10]3[C:15]2=[CH:14][CH:13]=[C:12]([O:16][CH3:17])[CH:11]=3)(=[O:35])=[O:34])=[CH:29][CH:28]=1. The catalyst class is: 7. (10) Reactant: Br[CH2:2][CH:3]1[O:8][C:7]2=[CH:9][S:10][CH:11]=[C:6]2[O:5][CH2:4]1.[C:12]([O-:15])(=[O:14])[CH3:13].[K+]. Product: [C:12]([O:15][CH2:2][CH:3]1[O:8][C:7]2=[CH:9][S:10][CH:11]=[C:6]2[O:5][CH2:4]1)(=[O:14])[CH3:13]. The catalyst class is: 16.